This data is from Full USPTO retrosynthesis dataset with 1.9M reactions from patents (1976-2016). The task is: Predict the reactants needed to synthesize the given product. (1) The reactants are: O[N:2]1C2C=CC=CC=2N=[N:3]1.Cl.CN(C)CCCN=C=NCC.[NH:23]([C:27]1[CH:28]=[C:29]([CH:33]=[CH:34][C:35]=1[C:36]([O:38][CH3:39])=[O:37])[C:30](O)=[O:31])[C:24]([CH3:26])=[O:25].O.NN. Given the product [NH:23]([C:27]1[CH:28]=[C:29]([C:30]([NH:2][NH2:3])=[O:31])[CH:33]=[CH:34][C:35]=1[C:36]([O:38][CH3:39])=[O:37])[C:24]([CH3:26])=[O:25], predict the reactants needed to synthesize it. (2) Given the product [Cl:1][C:2]1[CH:3]=[C:4]([CH:10]=[CH:11][CH:12]=1)[O:5][CH2:6][C:7]1[N:19]([C:13]2[CH:14]=[CH:15][CH:16]=[CH:17][CH:18]=2)[C:20](=[S:23])[NH:21][N:22]=1, predict the reactants needed to synthesize it. The reactants are: [Cl:1][C:2]1[CH:3]=[C:4]([CH:10]=[CH:11][CH:12]=1)[O:5][CH2:6][C:7](O)=O.[C:13]1([NH:19][C:20](=[S:23])[NH:21][NH2:22])[CH:18]=[CH:17][CH:16]=[CH:15][CH:14]=1.